Dataset: Forward reaction prediction with 1.9M reactions from USPTO patents (1976-2016). Task: Predict the product of the given reaction. (1) Given the reactants Br[C-:2]1[CH:6]=[CH:5][CH:4]=[CH:3]1.[CH3:7][Si:8]([CH3:15])([CH3:14])[C-:9]1[CH:13]=[CH:12][CH:11]=[CH:10]1.[Fe+2:16].C([Li])CCC.C(=O)=O.CC(C)=O.[CH3:29][N+:30]([CH3:32])=[CH2:31].[I-], predict the reaction product. The product is: [CH3:29][N:30]([CH2:32][C-:2]1[CH:6]=[CH:5][CH:4]=[CH:3]1)[CH3:31].[CH3:7][Si:8]([CH3:15])([CH3:14])[C-:9]1[CH:13]=[CH:12][CH:11]=[CH:10]1.[Fe+2:16]. (2) Given the reactants [Cl:1][C:2]1[C:6]2[CH:7]=[N:8][CH:9]=[CH:10][C:5]=2[N:4]([C:11]([O:13][CH2:14][C:15]2[CH:20]=[CH:19][CH:18]=[CH:17][CH:16]=2)=[O:12])[CH:3]=1.ClC1C=C(C=CC=1)C(OO)=[O:26].C(=O)(O)[O-].[Na+], predict the reaction product. The product is: [Cl:1][C:2]1[C:6]2[CH:7]=[N+:8]([O-:26])[CH:9]=[CH:10][C:5]=2[N:4]([C:11]([O:13][CH2:14][C:15]2[CH:20]=[CH:19][CH:18]=[CH:17][CH:16]=2)=[O:12])[CH:3]=1.